Dataset: NCI-60 drug combinations with 297,098 pairs across 59 cell lines. Task: Regression. Given two drug SMILES strings and cell line genomic features, predict the synergy score measuring deviation from expected non-interaction effect. (1) Drug 1: CCC1=C2CN3C(=CC4=C(C3=O)COC(=O)C4(CC)O)C2=NC5=C1C=C(C=C5)O. Drug 2: CC12CCC3C(C1CCC2O)C(CC4=C3C=CC(=C4)O)CCCCCCCCCS(=O)CCCC(C(F)(F)F)(F)F. Cell line: MDA-MB-231. Synergy scores: CSS=19.5, Synergy_ZIP=-5.48, Synergy_Bliss=4.64, Synergy_Loewe=-57.8, Synergy_HSA=3.91. (2) Drug 1: CC(C)(C#N)C1=CC(=CC(=C1)CN2C=NC=N2)C(C)(C)C#N. Drug 2: C1=NC2=C(N=C(N=C2N1C3C(C(C(O3)CO)O)F)Cl)N. Cell line: UACC-257. Synergy scores: CSS=-1.88, Synergy_ZIP=1.49, Synergy_Bliss=-1.22, Synergy_Loewe=-3.83, Synergy_HSA=-3.81. (3) Synergy scores: CSS=4.97, Synergy_ZIP=1.79, Synergy_Bliss=5.72, Synergy_Loewe=-2.18, Synergy_HSA=-0.286. Cell line: MDA-MB-435. Drug 2: C1CNP(=O)(OC1)N(CCCl)CCCl. Drug 1: CS(=O)(=O)OCCCCOS(=O)(=O)C. (4) Drug 1: CC1=C(C=C(C=C1)NC2=NC=CC(=N2)N(C)C3=CC4=NN(C(=C4C=C3)C)C)S(=O)(=O)N.Cl. Drug 2: CC1CCC2CC(C(=CC=CC=CC(CC(C(=O)C(C(C(=CC(C(=O)CC(OC(=O)C3CCCCN3C(=O)C(=O)C1(O2)O)C(C)CC4CCC(C(C4)OC)OCCO)C)C)O)OC)C)C)C)OC. Cell line: MALME-3M. Synergy scores: CSS=23.5, Synergy_ZIP=-8.24, Synergy_Bliss=-1.38, Synergy_Loewe=-2.73, Synergy_HSA=0.367. (5) Drug 2: CC1=C(C(=O)C2=C(C1=O)N3CC4C(C3(C2COC(=O)N)OC)N4)N. Synergy scores: CSS=10.7, Synergy_ZIP=-4.08, Synergy_Bliss=-0.933, Synergy_Loewe=-2.36, Synergy_HSA=-1.80. Cell line: EKVX. Drug 1: C1C(C(OC1N2C=NC3=C(N=C(N=C32)Cl)N)CO)O.